From a dataset of Catalyst prediction with 721,799 reactions and 888 catalyst types from USPTO. Predict which catalyst facilitates the given reaction. (1) Reactant: Cl[C:2]1[N:11]=[C:10]([NH:12][CH:13]2[CH2:18][CH2:17][N:16]([CH2:19][C:20]3[C:25]([O:26][CH3:27])=[CH:24][CH:23]=[CH:22][C:21]=3[N:28]([CH3:30])[CH3:29])[CH2:15][CH2:14]2)[C:9]2[C:4](=[CH:5][CH:6]=[CH:7][CH:8]=2)[N:3]=1.[NH2:31][CH2:32][CH2:33][CH2:34][P:35](=[O:42])([O:39][CH2:40][CH3:41])[O:36][CH2:37][CH3:38]. Product: [CH3:29][N:28]([CH3:30])[C:21]1[CH:22]=[CH:23][CH:24]=[C:25]([O:26][CH3:27])[C:20]=1[CH2:19][N:16]1[CH2:17][CH2:18][CH:13]([NH:12][C:10]2[C:9]3[C:4](=[CH:5][CH:6]=[CH:7][CH:8]=3)[N:3]=[C:2]([NH:31][CH2:32][CH2:33][CH2:34][P:35](=[O:42])([O:36][CH2:37][CH3:38])[O:39][CH2:40][CH3:41])[N:11]=2)[CH2:14][CH2:15]1. The catalyst class is: 114. (2) Reactant: [CH:1](=[O:8])[C:2]1[CH:7]=[CH:6][CH:5]=[CH:4][CH:3]=1. Product: [CH2:1]([OH:8])[CH2:2][CH2:3][CH2:4][CH2:5][CH3:6].[C:1]([O:8][CH2:1][CH2:2][CH2:7][CH2:6][CH2:5][CH3:4])(=[O:8])[CH2:2][CH2:3][CH2:4][CH2:5][CH3:6]. The catalyst class is: 11. (3) Reactant: [H-].[Na+].[CH2:3]([O:6][C:7]1[CH:12]=[CH:11][C:10]([CH2:13]Cl)=[CH:9][CH:8]=1)[CH:4]=[CH2:5].[N:15]1([CH2:20][CH2:21][OH:22])[CH:19]=[CH:18][N:17]=[N:16]1.O. Product: [CH2:3]([O:6][C:7]1[CH:12]=[CH:11][C:10]([CH2:13][O:22][CH2:21][CH2:20][N:15]2[CH:19]=[CH:18][N:17]=[N:16]2)=[CH:9][CH:8]=1)[CH:4]=[CH2:5]. The catalyst class is: 9. (4) Reactant: Cl[C:2]1[CH:7]=[N:6][CH:5]=[C:4]([Cl:8])[N:3]=1.[N:9]1([C:15]([O:17][C:18]([CH3:21])([CH3:20])[CH3:19])=[O:16])[CH2:14][CH2:13][NH:12][CH2:11][CH2:10]1. Product: [Cl:8][C:4]1[N:3]=[C:2]([N:12]2[CH2:11][CH2:10][N:9]([C:15]([O:17][C:18]([CH3:21])([CH3:20])[CH3:19])=[O:16])[CH2:14][CH2:13]2)[CH:7]=[N:6][CH:5]=1. The catalyst class is: 10. (5) Reactant: [Cl:1][C:2]1[CH:7]=[CH:6][C:5]([C:8]2[C:17]3[C:12](=[CH:13][C:14](OS(C(F)(F)F)(=O)=O)=[CH:15][CH:16]=3)[CH:11]=[C:10]([CH3:26])[C:9]=2[C@H:27]([OH:33])[C:28]([O:30]CC)=[O:29])=[CH:4][CH:3]=1.[BH4-].[Na+].BrC1C=[C:45]2[C:40]([CH:41]=C(C)C(C(=O)C(OCC)=O)=C2C2C=CC(Cl)=CC=2)=[CH:39]C=1.[CH3:62][C:63]([OH:67])([C:65]#[CH:66])[CH3:64]. Product: [C:40]([O:33][C@@H:27]([C:9]1[C:10]([CH3:26])=[CH:11][C:12]2[C:17](=[CH:16][C:15]([C:66]#[C:65][C:63]([OH:67])([CH3:64])[CH3:62])=[CH:14][CH:13]=2)[C:8]=1[C:5]1[CH:6]=[CH:7][C:2]([Cl:1])=[CH:3][CH:4]=1)[C:28]([OH:30])=[O:29])([CH3:45])([CH3:41])[CH3:39]. The catalyst class is: 144.